From a dataset of Full USPTO retrosynthesis dataset with 1.9M reactions from patents (1976-2016). Predict the reactants needed to synthesize the given product. (1) Given the product [F:6][C:7]([F:15])([F:16])[C:8]1[CH:9]=[C:10]2[C:12]([CH:18]=[CH:19][CH:21]=[N:11]2)=[CH:13][CH:14]=1, predict the reactants needed to synthesize it. The reactants are: S(=O)(=O)(O)O.[F:6][C:7]([F:16])([F:15])[C:8]1[CH:9]=[C:10]([CH:12]=[CH:13][CH:14]=1)[NH2:11].O[CH2:18][CH:19]([CH2:21]O)O.C(=O)([O-])[O-].[Na+].[Na+]. (2) Given the product [CH3:1][CH:2]1[CH2:7][CH2:6][CH2:5][N:4]([CH:8]2[CH2:13][CH2:12][N:11]([S:20]([C:14]3[CH:19]=[CH:18][CH:17]=[CH:16][CH:15]=3)(=[O:22])=[O:21])[CH2:10][CH2:9]2)[CH2:3]1, predict the reactants needed to synthesize it. The reactants are: [CH3:1][CH:2]1[CH2:7][CH2:6][CH2:5][N:4]([CH:8]2[CH2:13][CH2:12][NH:11][CH2:10][CH2:9]2)[CH2:3]1.[C:14]1([S:20](Cl)(=[O:22])=[O:21])[CH:19]=[CH:18][CH:17]=[CH:16][CH:15]=1.